This data is from Forward reaction prediction with 1.9M reactions from USPTO patents (1976-2016). The task is: Predict the product of the given reaction. (1) Given the reactants [C:1]([C:3]1[CH:4]=[C:5]([F:40])[C:6]([NH:29][C@@H:30]([C:36]([CH3:39])([CH3:38])[CH3:37])[CH2:31][S:32]([OH:35])(=[O:34])=[O:33])=[N:7][C:8]=1[C:9]1[C:17]2[C:12](=[N:13][CH:14]=[C:15]([F:18])[CH:16]=2)[N:11](S(C2C=CC(C)=CC=2)(=O)=O)[CH:10]=1)#[N:2].Cl, predict the reaction product. The product is: [C:1]([C:3]1[CH:4]=[C:5]([F:40])[C:6]([NH:29][C@@H:30]([C:36]([CH3:38])([CH3:37])[CH3:39])[CH2:31][S:32]([OH:35])(=[O:33])=[O:34])=[N:7][C:8]=1[C:9]1[C:17]2[C:12](=[N:13][CH:14]=[C:15]([F:18])[CH:16]=2)[NH:11][CH:10]=1)#[N:2]. (2) Given the reactants [Br:1][C:2]1[C:3]([CH3:18])=[C:4]([C:14]([OH:17])=[CH:15][CH:16]=1)[C:5]([NH:7][C:8]1[CH:13]=[CH:12][CH:11]=[CH:10][CH:9]=1)=[O:6].[CH2:19]=O, predict the reaction product. The product is: [Br:1][C:2]1[CH:16]=[CH:15][C:14]2[O:17][CH2:19][N:7]([C:8]3[CH:13]=[CH:12][CH:11]=[CH:10][CH:9]=3)[C:5](=[O:6])[C:4]=2[C:3]=1[CH3:18]. (3) Given the reactants [F:1][C:2]1[CH:10]=[C:9]([F:11])[CH:8]=[C:4]([C:5](O)=[O:6])[C:3]=1[OH:12].S(Cl)([Cl:15])=O.CN(C=O)C, predict the reaction product. The product is: [F:1][C:2]1[C:3]([OH:12])=[C:4]([CH:8]=[C:9]([F:11])[CH:10]=1)[C:5]([Cl:15])=[O:6]. (4) Given the reactants [F:1][C:2]1[CH:3]=[C:4]([C:11]([NH:13][NH:14][C:15](=O)[CH2:16][CH2:17][C@@H:18]([NH:30][C:31](=[O:37])[O:32][C:33]([CH3:36])([CH3:35])[CH3:34])[CH2:19][C:20]2[CH:21]=[N:22][C:23]([C:26]([F:29])([F:28])[F:27])=[CH:24][CH:25]=2)=O)[CH:5]=[CH:6][C:7]=1[N+:8]([O-:10])=[O:9].COC1C=CC(P2(SP(C3C=CC(OC)=CC=3)(=S)S2)=[S:48])=CC=1, predict the reaction product. The product is: [F:1][C:2]1[CH:3]=[C:4]([C:11]2[S:48][C:15]([CH2:16][CH2:17][C@@H:18]([NH:30][C:31](=[O:37])[O:32][C:33]([CH3:36])([CH3:35])[CH3:34])[CH2:19][C:20]3[CH:21]=[N:22][C:23]([C:26]([F:29])([F:28])[F:27])=[CH:24][CH:25]=3)=[N:14][N:13]=2)[CH:5]=[CH:6][C:7]=1[N+:8]([O-:10])=[O:9]. (5) Given the reactants C(OC([N:11]1[CH2:14][CH:13]([C:15]([NH:17][C:18]2[CH:37]=[CH:36][C:21]([O:22][CH:23]3[CH2:28][CH2:27][N:26]([C:29]([O:31][C:32]([CH3:35])([CH3:34])[CH3:33])=[O:30])[CH2:25][CH2:24]3)=[CH:20][CH:19]=2)=[O:16])[CH2:12]1)=O)C1C=CC=CC=1, predict the reaction product. The product is: [NH:11]1[CH2:14][CH:13]([C:15]([NH:17][C:18]2[CH:19]=[CH:20][C:21]([O:22][CH:23]3[CH2:24][CH2:25][N:26]([C:29]([O:31][C:32]([CH3:33])([CH3:35])[CH3:34])=[O:30])[CH2:27][CH2:28]3)=[CH:36][CH:37]=2)=[O:16])[CH2:12]1. (6) Given the reactants [Cl:1][C:2]1[CH:9]=[CH:8][C:5]([C:6]#[N:7])=[C:4]([O:10][C:11]2[CH:16]=[CH:15][CH:14]=[C:13]([CH:17]=O)[CH:12]=2)[CH:3]=1.[NH:19]1[CH2:23][CH2:22][CH2:21][CH2:20]1.C([BH3-])#N.[Na+].[C:28]([OH:35])(=[O:34])/[CH:29]=[CH:30]/[C:31]([OH:33])=[O:32], predict the reaction product. The product is: [C:28]([OH:35])(=[O:34])/[CH:29]=[CH:30]/[C:31]([OH:33])=[O:32].[Cl:1][C:2]1[CH:9]=[CH:8][C:5]([C:6]#[N:7])=[C:4]([O:10][C:11]2[CH:16]=[CH:15][CH:14]=[C:13]([CH2:17][N:19]3[CH2:23][CH2:22][CH2:21][CH2:20]3)[CH:12]=2)[CH:3]=1.